Dataset: Full USPTO retrosynthesis dataset with 1.9M reactions from patents (1976-2016). Task: Predict the reactants needed to synthesize the given product. (1) Given the product [F:20][C:2]([F:1])([F:19])[C:3]1[C:11]2[CH2:10][CH2:9][CH2:8][CH2:7][C:6]=2[N:5]([CH2:12][CH2:13][CH2:14][C:15]([OH:17])=[O:16])[N:4]=1, predict the reactants needed to synthesize it. The reactants are: [F:1][C:2]([F:20])([F:19])[C:3]1[C:11]2[CH2:10][CH2:9][CH2:8][CH2:7][C:6]=2[N:5]([CH2:12][CH2:13][CH2:14][C:15]([O:17]C)=[O:16])[N:4]=1.[OH-].[Na+]. (2) Given the product [F:13][C:14]1[CH:15]=[CH:16][C:17]([C:20]2[CH:9]=[C:10]([CH:11]([C:2]3[CH:7]=[CH:6][N:5]=[CH:4][CH:3]=3)[CH3:12])[O:31][N:21]=2)=[CH:18][CH:19]=1, predict the reactants needed to synthesize it. The reactants are: I[C:2]1[CH:7]=[CH:6][N:5]=[CH:4][CH:3]=1.[Li][CH2:9][CH2:10][CH2:11][CH3:12].[F:13][C:14]1[CH:19]=[CH:18][C:17]([C:20]2ON=C(C(=O)C)[N:21]=2)=[CH:16][CH:15]=1.C1C[O:31]CC1. (3) The reactants are: [F:1][C:2]1[CH:3]=[C:4]([CH:7]=[CH:8][C:9]=1[OH:10])[CH:5]=[O:6].[Br:11]Br.O. Given the product [Br:11][C:8]1[CH:7]=[C:4]([CH:3]=[C:2]([F:1])[C:9]=1[OH:10])[CH:5]=[O:6], predict the reactants needed to synthesize it. (4) The reactants are: [C:1]([C:3]1([CH2:16][CH:17]2[CH2:19][CH2:18]2)[CH2:8][CH2:7][N:6](C(OC(C)(C)C)=O)[CH2:5][CH2:4]1)#[N:2].[ClH:20]. Given the product [ClH:20].[CH:17]1([CH2:16][C:3]2([C:1]#[N:2])[CH2:4][CH2:5][NH:6][CH2:7][CH2:8]2)[CH2:19][CH2:18]1, predict the reactants needed to synthesize it.